This data is from Catalyst prediction with 721,799 reactions and 888 catalyst types from USPTO. The task is: Predict which catalyst facilitates the given reaction. Reactant: [CH3:1][C:2]([CH3:5])([O-])[CH3:3].[Na+].[CH3:7][N:8]([CH2:17][CH2:18][OH:19])[C:9]1[CH:16]=[CH:15][C:12]([CH:13]=O)=[CH:11][CH:10]=1. Product: [CH3:7][N:8]([C:9]1[CH:16]=[CH:15][C:12]([CH:13]=[CH:1][C:2]2[CH:5]=[CH:15][C:12]([CH:11]=[CH2:10])=[CH:13][CH:3]=2)=[CH:11][CH:10]=1)[CH2:17][CH2:18][OH:19]. The catalyst class is: 5.